This data is from Forward reaction prediction with 1.9M reactions from USPTO patents (1976-2016). The task is: Predict the product of the given reaction. (1) Given the reactants S(Cl)([Cl:3])=O.CN(C=O)C.[C:10]([O:18][CH2:19][C@:20]12[C@@H:26]([O:27][CH2:28][C:29]3[CH:34]=[CH:33][CH:32]=[CH:31][CH:30]=3)[C@@H:23]([O:24][CH2:25]1)[C@H:22]([N:35]1[CH:43]=[N:42][C:41]3[C:40](=O)[NH:39][CH:38]=[N:37][C:36]1=3)[O:21]2)(=[O:17])[C:11]1[CH:16]=[CH:15][CH:14]=[CH:13][CH:12]=1, predict the reaction product. The product is: [C:10]([O:18][CH2:19][C@:20]12[C@@H:26]([O:27][CH2:28][C:29]3[CH:34]=[CH:33][CH:32]=[CH:31][CH:30]=3)[C@@H:23]([O:24][CH2:25]1)[C@H:22]([N:35]1[CH:43]=[N:42][C:41]3[C:36]1=[N:37][CH:38]=[N:39][C:40]=3[Cl:3])[O:21]2)(=[O:17])[C:11]1[CH:16]=[CH:15][CH:14]=[CH:13][CH:12]=1. (2) Given the reactants [CH3:1][O:2][C:3]1[CH:4]=[CH:5][C:6]([N+:12]([O-:14])=[O:13])=[C:7]([CH2:9][CH2:10][NH2:11])[CH:8]=1.[CH2:15]([N:22]1[CH2:27][CH2:26][CH2:25][CH2:24][C:23]1=O)[C:16]1[CH:21]=[CH:20][CH:19]=[CH:18][CH:17]=1.C(O)(=O)C.C(O[BH-](OC(=O)C)OC(=O)C)(=O)C.[Na+].C(=O)([O-])[O-].[K+].[K+], predict the reaction product. The product is: [CH2:15]([N:22]1[CH2:27][CH2:26][CH:25]([NH:11][CH2:10][CH2:9][C:7]2[CH:8]=[C:3]([O:2][CH3:1])[CH:4]=[CH:5][C:6]=2[N+:12]([O-:14])=[O:13])[CH2:24][CH2:23]1)[C:16]1[CH:21]=[CH:20][CH:19]=[CH:18][CH:17]=1.